From a dataset of Full USPTO retrosynthesis dataset with 1.9M reactions from patents (1976-2016). Predict the reactants needed to synthesize the given product. (1) Given the product [CH:19]([C:2]1[CH:7]=[CH:6][C:5]([NH:8][N:9]=[C:10]([C:16](=[O:18])[CH3:17])[C:11]([O:13][CH2:14][CH3:15])=[O:12])=[CH:4][CH:3]=1)([CH3:21])[CH3:20], predict the reactants needed to synthesize it. The reactants are: Cl[C:2]1[CH:7]=[CH:6][C:5]([NH:8][N:9]=[C:10]([C:16](=[O:18])[CH3:17])[C:11]([O:13][CH2:14][CH3:15])=[O:12])=[CH:4][CH:3]=1.[CH:19](C1C=CC(N)=CC=1)([CH3:21])[CH3:20]. (2) Given the product [C:1]1([C:7]2[S:15][C:14]3[C:13]([C:16]([NH:18][C:19]4[CH:24]=[N:23][CH:22]=[CH:21][N:20]=4)=[O:17])=[CH:12][N:11]=[C:10]([NH:25][C@H:26]4[CH2:31][CH2:30][CH2:29][NH:28][CH2:27]4)[C:9]=3[CH:8]=2)[CH:2]=[CH:3][CH:4]=[CH:5][CH:6]=1, predict the reactants needed to synthesize it. The reactants are: [C:1]1([C:7]2[S:15][C:14]3[C:13]([C:16]([NH:18][C:19]4[CH:24]=[N:23][CH:22]=[CH:21][N:20]=4)=[O:17])=[CH:12][N:11]=[C:10]([NH:25][C@H:26]4[CH2:31][CH2:30][CH2:29][N:28](C(OC(C)(C)C)=O)[CH2:27]4)[C:9]=3[CH:8]=2)[CH:6]=[CH:5][CH:4]=[CH:3][CH:2]=1.Cl.